From a dataset of Full USPTO retrosynthesis dataset with 1.9M reactions from patents (1976-2016). Predict the reactants needed to synthesize the given product. (1) Given the product [CH3:24][C:25]#[C:26][CH2:27][N:7]1[C:8]([N:49]2[CH2:50][C@H:51]([NH2:55])[CH2:52][CH2:53][CH2:54]2)=[N:9][C:10]2[N:2]([CH3:1])[C:3]([N:4]([CH2:35][C:36]3[N:45]=[C:44]([CH3:46])[C:43]4[CH:42]=[CH:41][CH:40]=[CH:39][C:38]=4[N:37]=3)[C:5](=[O:12])[C:6]1=2)=[O:13], predict the reactants needed to synthesize it. The reactants are: [CH3:1][N:2]1[C:10]2[N:9]=[C:8](Br)[NH:7][C:6]=2[C:5](=[O:12])[NH:4][C:3]1=[O:13].C(N(C(C)C)CC)(C)C.Br[CH2:24][C:25]#[C:26][CH3:27].C(=O)([O-])[O-].[K+].[K+].Cl[CH2:35][C:36]1[N:45]=[C:44]([CH3:46])[C:43]2[C:38](=[CH:39][CH:40]=[CH:41][CH:42]=2)[N:37]=1.Cl.Cl.[NH:49]1[CH2:54][CH2:53][CH2:52][C@@H:51]([NH2:55])[CH2:50]1. (2) Given the product [CH2:6]([O:8][C:9](=[C:2]([C:1]#[N:5])[C:3]#[N:4])[CH3:10])[CH3:7], predict the reactants needed to synthesize it. The reactants are: [C:1](#[N:5])[CH2:2][C:3]#[N:4].[C:6](OCC)(OCC)([O:8][CH2:9][CH3:10])[CH3:7]. (3) Given the product [Cl:1][C:2]1[C:11]2[C:6](=[CH:7][CH:8]=[C:9]([C:12]([C:20]3[N:24]([CH3:25])[CH:23]=[N:22][CH:21]=3)([CH:14]3[CH2:15][CH2:16][N:17]([S:36]([CH3:35])(=[O:38])=[O:37])[CH2:18][CH2:19]3)[OH:13])[CH:10]=2)[N:5]=[C:4]([O:26][CH3:27])[C:3]=1[CH2:28][CH:29]1[CH2:30][CH2:31][O:32][CH2:33][CH2:34]1, predict the reactants needed to synthesize it. The reactants are: [Cl:1][C:2]1[C:11]2[C:6](=[CH:7][CH:8]=[C:9]([C:12]([C:20]3[N:24]([CH3:25])[CH:23]=[N:22][CH:21]=3)([CH:14]3[CH2:19][CH2:18][NH:17][CH2:16][CH2:15]3)[OH:13])[CH:10]=2)[N:5]=[C:4]([O:26][CH3:27])[C:3]=1[CH2:28][CH:29]1[CH2:34][CH2:33][O:32][CH2:31][CH2:30]1.[CH3:35][S:36](Cl)(=[O:38])=[O:37]. (4) Given the product [C:1]([N:3]=[C:4]([N:19]([CH2:27][CH:28]=[C:29]([CH3:31])[CH3:30])[CH2:20][C:21]([O:23][CH2:24][CH3:25])=[O:22])[N:5]1[CH2:10][CH2:9][CH2:8][CH:7]([NH:11][C:12]([O:14][C:15]([CH3:17])([CH3:18])[CH3:16])=[O:13])[CH2:6]1)#[N:2], predict the reactants needed to synthesize it. The reactants are: [C:1]([N:3]=[C:4]([NH:19][CH2:20][C:21]([O:23][CH2:24][CH3:25])=[O:22])[N:5]1[CH2:10][CH2:9][CH2:8][CH:7]([NH:11][C:12]([O:14][C:15]([CH3:18])([CH3:17])[CH3:16])=[O:13])[CH2:6]1)#[N:2].Br[CH2:27][CH:28]=[C:29]([CH3:31])[CH3:30].C(=O)([O-])[O-].[K+].[K+]. (5) Given the product [Br:17][C:18]1[CH:31]=[CH:30][CH:29]=[C:28]2[C:19]=1[O:20][C:21]1[CH:22]=[CH:23][C:24]([CH2:32][N:9]([C:5]3[CH:4]=[N:3][CH:8]=[CH:7][CH:6]=3)[C:10](=[O:16])[O:11][C:12]([CH3:13])([CH3:15])[CH3:14])=[CH:25][C:26]=1[CH2:27]2, predict the reactants needed to synthesize it. The reactants are: [H-].[Na+].[N:3]1[CH:8]=[CH:7][CH:6]=[C:5]([NH:9][C:10](=[O:16])[O:11][C:12]([CH3:15])([CH3:14])[CH3:13])[CH:4]=1.[Br:17][C:18]1[CH:31]=[CH:30][CH:29]=[C:28]2[C:19]=1[O:20][C:21]1[CH:22]=[CH:23][C:24]([CH2:32]Br)=[CH:25][C:26]=1[CH2:27]2.C(OCC)(=O)C. (6) The reactants are: [C:1]([O:4][C@H:5]([CH3:24])[CH2:6][CH2:7][CH2:8][CH2:9][N:10]1[C:19](=[O:20])[C:18]2[NH:17][C:16]([CH2:21][OH:22])=[N:15][C:14]=2[N:13]([CH3:23])[C:11]1=[O:12])(=[O:3])[CH3:2].[C:25](=O)([O-])[O-].[K+].[K+].CI. Given the product [C:1]([O:4][C@H:5]([CH3:24])[CH2:6][CH2:7][CH2:8][CH2:9][N:10]1[C:19](=[O:20])[C:18]2[N:17]([CH3:25])[C:16]([CH2:21][OH:22])=[N:15][C:14]=2[N:13]([CH3:23])[C:11]1=[O:12])(=[O:3])[CH3:2], predict the reactants needed to synthesize it. (7) Given the product [F:41][CH2:40][C@@:27]1([C:30]([O:32][CH2:33][C:34]2[CH:35]=[CH:36][CH:37]=[CH:38][CH:39]=2)=[O:31])[CH2:28][CH2:29][C:24]([C:11]2[C:12]([CH3:22])([CH3:23])[C@H:13]3[C@:8]([CH3:42])([CH2:9][CH:10]=2)[C@@H:7]2[C@:16]([CH3:21])([C@@:17]4([CH3:20])[C@H:4]([CH2:5][CH2:6]2)[C@H:3]2[C@H:43]([C:46]([CH3:48])=[CH2:47])[CH2:44][CH2:45][C@:2]2([NH:1][CH2:59][CH2:58][C:50]2([OH:49])[CH2:55][CH2:54][S:53](=[O:57])(=[O:56])[CH2:52][CH2:51]2)[CH2:19][CH2:18]4)[CH2:15][CH2:14]3)=[CH:25][CH2:26]1, predict the reactants needed to synthesize it. The reactants are: [NH2:1][C@:2]12[CH2:45][CH2:44][C@@H:43]([C:46]([CH3:48])=[CH2:47])[C@@H:3]1[C@@H:4]1[C@@:17]([CH3:20])([CH2:18][CH2:19]2)[C@@:16]2([CH3:21])[C@@H:7]([C@:8]3([CH3:42])[C@@H:13]([CH2:14][CH2:15]2)[C:12]([CH3:23])([CH3:22])[C:11]([C:24]2[CH2:29][CH2:28][C@@:27]([CH2:40][F:41])([C:30]([O:32][CH2:33][C:34]4[CH:39]=[CH:38][CH:37]=[CH:36][CH:35]=4)=[O:31])[CH2:26][CH:25]=2)=[CH:10][CH2:9]3)[CH2:6][CH2:5]1.[OH:49][C:50]1([CH2:58][CH:59]=O)[CH2:55][CH2:54][S:53](=[O:57])(=[O:56])[CH2:52][CH2:51]1.C(O[BH-](OC(=O)C)OC(=O)C)(=O)C.[Na+].C(=O)(O)[O-].[Na+].